From a dataset of Experimentally validated miRNA-target interactions with 360,000+ pairs, plus equal number of negative samples. Binary Classification. Given a miRNA mature sequence and a target amino acid sequence, predict their likelihood of interaction. (1) The miRNA is hsa-miR-3180 with sequence UGGGGCGGAGCUUCCGGAG. The protein sequence of the target gene is MAATASPGAGRMDGKPRTSPKSVKFLFGGLAGMGATVFVQPLDLVKNRMQLSGEGAKTREYKTSFHALTSILKTEGLKGIYTGLSAGLLRQATYTTTRLGIYTVLFERLTGADGTPPGFLLKALIGMTAGATGAFVGTPAEVALIRMTADGRLPADQRRGYKNVFNALVRIAREEGVPTLWRGCIPTMARAVVVNAAQLASYSQSKQFLLDSGYFSDNILCHFCASMISGLVTTAASMPVDIVKTRIQNMRMIDGKPEYKNGLDVLLKVVRYEGFFSLWKGFTPYYARLGPHTVLTFIFL.... Result: 0 (no interaction). (2) The miRNA is mmu-miR-491-5p with sequence AGUGGGGAACCCUUCCAUGAGG. The protein sequence of the target gene is MAQGLIEVERKFLPGPGTEERLQELGGTLEYRVTFRDTYYDTPELSLMQADHWLRRREDSGWELKCPGAAGVLGPHTEYKELTAEPTIVAQLCKVLRADGLGAGDVAAVLGPLGLQEVASFVTKRSAWKLVLLGADEEEPQLRVDLDTADFGYAVGEVEALVHEEAEVPTALEKIHRLSSMLGVPAQETAPAKLIVYLQRFRPQDYQRLLEVNSSRERPQETEDPDHCLG. Result: 0 (no interaction). (3) The miRNA is mmu-miR-7b-5p with sequence UGGAAGACUUGUGAUUUUGUUGUU. The protein sequence of the target gene is MEEPEMQLKGKKVTDKFTESVYVLANEPSVALYRLQEHVRRSLPELAQHKADMQRWEEQSQGAIYTVEYACSAVKSLVDSSVYFRSVEGLLKQAISIRDHMNTSAQGHSQEKLSPPPSLA. Result: 1 (interaction).